Task: Predict the product of the given reaction.. Dataset: Forward reaction prediction with 1.9M reactions from USPTO patents (1976-2016) (1) Given the reactants [C:1]([O:5][C:6]([C:8]1[C:9]([C:22]2[CH:27]=[CH:26][C:25]([C:28]3([C:31]([O:33][CH2:34][CH3:35])=[O:32])[CH2:30][CH2:29]3)=[CH:24][CH:23]=2)=[CH:10][CH:11]=[C:12]([C:14]2[S:15][CH:16]=[CH:17][C:18]=2[C:19](=[O:21])[NH2:20])[CH:13]=1)=[O:7])([CH3:4])([CH3:3])[CH3:2].[Cl:36]N1C(=O)CCC1=O.O, predict the reaction product. The product is: [C:1]([O:5][C:6]([C:8]1[C:9]([C:22]2[CH:23]=[CH:24][C:25]([C:28]3([C:31]([O:33][CH2:34][CH3:35])=[O:32])[CH2:30][CH2:29]3)=[CH:26][CH:27]=2)=[CH:10][CH:11]=[C:12]([C:14]2[S:15][C:16]([Cl:36])=[CH:17][C:18]=2[C:19](=[O:21])[NH2:20])[CH:13]=1)=[O:7])([CH3:4])([CH3:3])[CH3:2]. (2) Given the reactants [C:1]([C:3]1[CH:4]=[C:5]([CH:14]=[CH:15][CH:16]=1)[O:6][C:7]([CH3:13])([CH3:12])[C:8]([O:10][CH3:11])=[O:9])#[N:2], predict the reaction product. The product is: [NH2:2][CH2:1][C:3]1[CH:4]=[C:5]([CH:14]=[CH:15][CH:16]=1)[O:6][C:7]([CH3:12])([CH3:13])[C:8]([O:10][CH3:11])=[O:9].